This data is from Catalyst prediction with 721,799 reactions and 888 catalyst types from USPTO. The task is: Predict which catalyst facilitates the given reaction. (1) Reactant: [OH:1][B:2]1[C:6]2[CH:7]=[C:8]([OH:13])[CH:9]=[C:10]([O:11][CH3:12])[C:5]=2[CH:4]([CH2:14][C:15]([O:17][CH2:18][CH3:19])=[O:16])[O:3]1.C(=O)([O-])[O-].[Cs+].[Cs+].Cl[C:27]1[CH:32]=[N:31][CH:30]=[CH:29][N:28]=1. Product: [CH2:18]([O:17][C:15](=[O:16])[CH2:14][CH:4]1[O:3][B:2]([OH:1])[C:6]2[CH:7]=[C:8]([O:13][C:27]3[CH:32]=[N:31][CH:30]=[CH:29][N:28]=3)[CH:9]=[C:10]([O:11][CH3:12])[C:5]1=2)[CH3:19]. The catalyst class is: 3. (2) The catalyst class is: 38. Reactant: [OH:1][C:2]([CH3:24])([CH3:23])[C:3]#[C:4][C:5]1[CH:6]=[CH:7][C:8]2[O:9][CH2:10][CH2:11][C:12]3[N:13]([CH:16]=[C:17]([C:19](OC)=[O:20])[N:18]=3)[C:14]=2[N:15]=1.ClC1C=CC2OCCC3[N:34](C=C(C(OC)=O)N=3)C=2N=1.CC(C#C)CO. Product: [OH:1][C:2]([CH3:23])([CH3:24])[C:3]#[C:4][C:5]1[CH:6]=[CH:7][C:8]2[O:9][CH2:10][CH2:11][C:12]3[N:13]([CH:16]=[C:17]([C:19]([NH2:34])=[O:20])[N:18]=3)[C:14]=2[N:15]=1.